This data is from Catalyst prediction with 721,799 reactions and 888 catalyst types from USPTO. The task is: Predict which catalyst facilitates the given reaction. (1) Reactant: C(OC([N:8]1[CH2:13][CH2:12][CH:11]([NH:14][C:15]2[CH:24]=[CH:23][C:22]3[C:17](=[CH:18][CH:19]=[CH:20][CH:21]=3)[N:16]=2)[CH2:10][CH2:9]1)=O)(C)(C)C.[ClH:25]. Product: [ClH:25].[ClH:25].[NH:8]1[CH2:13][CH2:12][CH:11]([NH:14][C:15]2[CH:24]=[CH:23][C:22]3[C:17](=[CH:18][CH:19]=[CH:20][CH:21]=3)[N:16]=2)[CH2:10][CH2:9]1. The catalyst class is: 12. (2) Reactant: [C:1]([O-:4])(O)=O.[Na+].BrC[C:8]1[CH:13]=[CH:12][C:11]([I:14])=[CH:10][C:9]=1[N+:15]([O-:17])=[O:16]. Product: [I:14][C:11]1[CH:12]=[CH:13][C:8]([CH:1]=[O:4])=[C:9]([N+:15]([O-:17])=[O:16])[CH:10]=1. The catalyst class is: 58. (3) Reactant: [Cl:1][C:2]1[CH:7]=[CH:6][CH:5]=[CH:4][C:3]=1[S:8][CH3:9].[CH3:10][O:11]C(Cl)Cl.C(=O)(O)[O-].[Na+]. Product: [Cl:1][C:2]1[CH:7]=[C:6]([CH:5]=[CH:4][C:3]=1[S:8][CH3:9])[CH:10]=[O:11]. The catalyst class is: 642.